Dataset: NCI-60 drug combinations with 297,098 pairs across 59 cell lines. Task: Regression. Given two drug SMILES strings and cell line genomic features, predict the synergy score measuring deviation from expected non-interaction effect. (1) Drug 1: CCC1(CC2CC(C3=C(CCN(C2)C1)C4=CC=CC=C4N3)(C5=C(C=C6C(=C5)C78CCN9C7C(C=CC9)(C(C(C8N6C)(C(=O)OC)O)OC(=O)C)CC)OC)C(=O)OC)O.OS(=O)(=O)O. Drug 2: C1CCC(C(C1)N)N.C(=O)(C(=O)[O-])[O-].[Pt+4]. Cell line: SW-620. Synergy scores: CSS=36.9, Synergy_ZIP=-5.98, Synergy_Bliss=-2.61, Synergy_Loewe=0.473, Synergy_HSA=1.12. (2) Drug 1: CC1CCC2CC(C(=CC=CC=CC(CC(C(=O)C(C(C(=CC(C(=O)CC(OC(=O)C3CCCCN3C(=O)C(=O)C1(O2)O)C(C)CC4CCC(C(C4)OC)O)C)C)O)OC)C)C)C)OC. Drug 2: C1=NNC2=C1C(=O)NC=N2. Cell line: KM12. Synergy scores: CSS=16.9, Synergy_ZIP=-5.04, Synergy_Bliss=-6.16, Synergy_Loewe=-26.3, Synergy_HSA=-4.24. (3) Drug 1: C1CC(C1)(C(=O)O)C(=O)O.[NH2-].[NH2-].[Pt+2]. Drug 2: CC1CCC2CC(C(=CC=CC=CC(CC(C(=O)C(C(C(=CC(C(=O)CC(OC(=O)C3CCCCN3C(=O)C(=O)C1(O2)O)C(C)CC4CCC(C(C4)OC)OCCO)C)C)O)OC)C)C)C)OC. Cell line: M14. Synergy scores: CSS=4.17, Synergy_ZIP=0.622, Synergy_Bliss=1.49, Synergy_Loewe=-2.52, Synergy_HSA=-0.0836. (4) Drug 1: CC1=C(C=C(C=C1)NC(=O)C2=CC=C(C=C2)CN3CCN(CC3)C)NC4=NC=CC(=N4)C5=CN=CC=C5. Drug 2: CC1=C2C(C(=O)C3(C(CC4C(C3C(C(C2(C)C)(CC1OC(=O)C(C(C5=CC=CC=C5)NC(=O)OC(C)(C)C)O)O)OC(=O)C6=CC=CC=C6)(CO4)OC(=O)C)O)C)O. Cell line: NCI-H322M. Synergy scores: CSS=0.888, Synergy_ZIP=6.89, Synergy_Bliss=9.11, Synergy_Loewe=-4.15, Synergy_HSA=-8.47. (5) Drug 1: C1=CC(=CC=C1CCC2=CNC3=C2C(=O)NC(=N3)N)C(=O)NC(CCC(=O)O)C(=O)O. Drug 2: CC(C1=C(C=CC(=C1Cl)F)Cl)OC2=C(N=CC(=C2)C3=CN(N=C3)C4CCNCC4)N. Cell line: 786-0. Synergy scores: CSS=19.0, Synergy_ZIP=-1.00, Synergy_Bliss=-2.01, Synergy_Loewe=-10.3, Synergy_HSA=-1.57. (6) Drug 1: CN(C)C1=NC(=NC(=N1)N(C)C)N(C)C. Drug 2: CN(CC1=CN=C2C(=N1)C(=NC(=N2)N)N)C3=CC=C(C=C3)C(=O)NC(CCC(=O)O)C(=O)O. Cell line: BT-549. Synergy scores: CSS=4.30, Synergy_ZIP=-0.237, Synergy_Bliss=5.22, Synergy_Loewe=-7.29, Synergy_HSA=0.845. (7) Drug 2: C1CCC(C(C1)N)N.C(=O)(C(=O)[O-])[O-].[Pt+4]. Drug 1: CC1CCC2CC(C(=CC=CC=CC(CC(C(=O)C(C(C(=CC(C(=O)CC(OC(=O)C3CCCCN3C(=O)C(=O)C1(O2)O)C(C)CC4CCC(C(C4)OC)O)C)C)O)OC)C)C)C)OC. Cell line: UACC-257. Synergy scores: CSS=11.1, Synergy_ZIP=-1.48, Synergy_Bliss=1.62, Synergy_Loewe=0.710, Synergy_HSA=-0.0766. (8) Drug 1: C1=CC(=CC=C1CCC2=CNC3=C2C(=O)NC(=N3)N)C(=O)NC(CCC(=O)O)C(=O)O. Drug 2: CCC1(C2=C(COC1=O)C(=O)N3CC4=CC5=C(C=CC(=C5CN(C)C)O)N=C4C3=C2)O.Cl. Cell line: KM12. Synergy scores: CSS=19.9, Synergy_ZIP=-7.69, Synergy_Bliss=-6.53, Synergy_Loewe=-35.1, Synergy_HSA=-4.22. (9) Drug 1: COC1=CC(=CC(=C1O)OC)C2C3C(COC3=O)C(C4=CC5=C(C=C24)OCO5)OC6C(C(C7C(O6)COC(O7)C8=CC=CS8)O)O. Drug 2: CC1=C2C(C(=O)C3(C(CC4C(C3C(C(C2(C)C)(CC1OC(=O)C(C(C5=CC=CC=C5)NC(=O)C6=CC=CC=C6)O)O)OC(=O)C7=CC=CC=C7)(CO4)OC(=O)C)O)C)OC(=O)C. Cell line: SK-OV-3. Synergy scores: CSS=51.4, Synergy_ZIP=-7.73, Synergy_Bliss=-6.57, Synergy_Loewe=-6.81, Synergy_HSA=-2.70.